Dataset: CYP2D6 inhibition data for predicting drug metabolism from PubChem BioAssay. Task: Regression/Classification. Given a drug SMILES string, predict its absorption, distribution, metabolism, or excretion properties. Task type varies by dataset: regression for continuous measurements (e.g., permeability, clearance, half-life) or binary classification for categorical outcomes (e.g., BBB penetration, CYP inhibition). Dataset: cyp2d6_veith. (1) The drug is CCC(C)(C(=O)NC1CCCC1)N(Cc1ccco1)C(=O)c1ccccn1. The result is 0 (non-inhibitor). (2) The drug is O=C(CSc1nc(-c2ccccc2)nc2ccccc12)Nc1nccs1. The result is 0 (non-inhibitor). (3) The compound is Cc1ccc(/C(C#N)=C/c2cccc([N+](=O)[O-])c2)cc1. The result is 0 (non-inhibitor).